Dataset: Full USPTO retrosynthesis dataset with 1.9M reactions from patents (1976-2016). Task: Predict the reactants needed to synthesize the given product. (1) Given the product [Cl:12][C:13]1[N:14]=[N:15][C:16]([O:1][C@H:2]2[CH2:3][CH2:4][C@H:5]([C:8]([O:10][CH3:11])=[O:9])[CH2:6][CH2:7]2)=[CH:17][CH:18]=1, predict the reactants needed to synthesize it. The reactants are: [OH:1][C@H:2]1[CH2:7][CH2:6][C@H:5]([C:8]([O:10][CH3:11])=[O:9])[CH2:4][CH2:3]1.[Cl:12][C:13]1[N:14]=[N:15][C:16](Cl)=[CH:17][CH:18]=1.CN(C)C=O.[H-].[Na+]. (2) Given the product [Cl:21][CH2:22][CH2:23][CH2:24][CH2:25][CH:26]([C:27]1[NH:59][N:58]=[C:15]([NH:14][C:11]2[CH:12]=[CH:13][C:8]([N:6]3[CH:7]=[C:3]([Cl:2])[N:4]=[CH:5]3)=[C:9]([O:19][CH3:20])[CH:10]=2)[N:16]=1)[C:30]1[CH:35]=[CH:34][C:33]([O:36][CH2:37][C:38]([F:41])([F:40])[F:39])=[CH:32][CH:31]=1, predict the reactants needed to synthesize it. The reactants are: I.[Cl:2][C:3]1[N:4]=[CH:5][N:6]([C:8]2[CH:13]=[CH:12][C:11]([NH:14][C:15](SC)=[NH:16])=[CH:10][C:9]=2[O:19][CH3:20])[CH:7]=1.[Cl:21][CH2:22][CH2:23][CH2:24][CH2:25][CH:26]([C:30]1[CH:35]=[CH:34][C:33]([O:36][CH2:37][C:38]([F:41])([F:40])[F:39])=[CH:32][CH:31]=1)[C:27](O)=O.CN1CCOCC1.C(N(CC)C(C)C)(C)C.[NH2:58][NH2:59]. (3) Given the product [CH3:1][O:2][C:3]1[CH:4]=[C:5]2[C:10](=[CH:11][CH:12]=1)[N:9]=[CH:8][C:7]([C:13]([O:23][CH2:22][CH3:21])=[O:36])=[CH:6]2, predict the reactants needed to synthesize it. The reactants are: [CH3:1][O:2][C:3]1[CH:4]=[C:5]2[C:10](=[CH:11][CH:12]=1)[NH:9][CH2:8][CH:7]([CH2:13]CC(O)=O)[CH2:6]2.C(C1C(=O)C(Cl)=C(Cl)[C:22](=[O:23])[C:21]=1C#N)#N.CC([O:36]C)(C)C. (4) Given the product [N:1]([C:4]1[CH:5]=[CH:6][C:7]([CH2:10][CH2:11][C:12]([NH:42][CH2:43][CH2:44][CH2:45][Si:46]([O:51][CH3:52])([O:47][CH3:48])[O:49][CH3:50])=[O:14])=[CH:8][CH:9]=1)=[N+:2]=[N-:3], predict the reactants needed to synthesize it. The reactants are: [N:1]([C:4]1[CH:9]=[CH:8][C:7]([CH2:10][CH2:11][C:12]([OH:14])=O)=[CH:6][CH:5]=1)=[N+:2]=[N-:3].CCN(C(C)C)C(C)C.FC(F)(F)C(OC1C(F)=C(F)C(F)=C(F)C=1F)=O.[NH2:42][CH2:43][CH2:44][CH2:45][Si:46]([O:51][CH3:52])([O:49][CH3:50])[O:47][CH3:48]. (5) Given the product [Br:1][C:2]1[CH:3]=[CH:4][C:5]([O:12][CH3:13])=[C:6]([S:8]([NH:20][CH:14]2[CH2:19][CH2:18][CH2:17][CH2:16][CH2:15]2)(=[O:10])=[O:9])[CH:7]=1, predict the reactants needed to synthesize it. The reactants are: [Br:1][C:2]1[CH:3]=[CH:4][C:5]([O:12][CH3:13])=[C:6]([S:8](Cl)(=[O:10])=[O:9])[CH:7]=1.[CH:14]1([NH2:20])[CH2:19][CH2:18][CH2:17][CH2:16][CH2:15]1.CCN(C(C)C)C(C)C.Cl. (6) Given the product [CH:7]1[C:6]2[CH2:5][C:4]3[C:12](=[CH:13][CH:14]=[CH:2][CH:3]=3)[C:11]=2[CH:10]=[CH:9][CH:8]=1, predict the reactants needed to synthesize it. The reactants are: Br[C:2]1[CH:14]=[CH:13][C:12]2[C:11]3[C:6](=[CH:7][C:8](Br)=[CH:9][CH:10]=3)[C:5](CCCCCC)(CCCCCC)[C:4]=2[CH:3]=1.BrC1C=CC2C3C=CC(Br)=CC=3COCC=2C=1.C(=O)([O-])[O-].[Na+].[Na+]. (7) Given the product [Br:1][C:2]1[C:7]([O:8][CH3:9])=[CH:6][CH:5]=[CH:4][N:3]=1, predict the reactants needed to synthesize it. The reactants are: [Br:1][C:2]1[C:7]([OH:8])=[CH:6][CH:5]=[CH:4][N:3]=1.[CH3:9][O-].[Na+].CI. (8) Given the product [NH2:2][C:1]1[C:3]2[CH:15]=[C:14]([CH3:16])[CH:13]=[CH:12][C:4]=2[O:5][C:6]=1[C:7]([O:9][CH2:10][CH3:11])=[O:8], predict the reactants needed to synthesize it. The reactants are: [C:1]([C:3]1[CH:15]=[C:14]([CH3:16])[CH:13]=[CH:12][C:4]=1[O:5][CH2:6][C:7]([O:9][CH2:10][CH3:11])=[O:8])#[N:2].NC1C2C=C(Cl)C=CC=2OC=1C(OCC)=O. (9) Given the product [CH3:1][N:2]([S:28]([C:31]1[S:32][CH:33]=[CH:34][CH:35]=1)(=[O:30])=[O:29])[C:3]1[CH:4]=[C:5]([O:23][C:24]([F:25])([F:27])[F:26])[CH:6]=[C:7]2[C:11]=1[NH:10][C:9]([C:12]1[S:13][CH:14]([CH2:17][C:18]([OH:20])=[O:19])[CH2:15][N:16]=1)=[CH:8]2, predict the reactants needed to synthesize it. The reactants are: [CH3:1][N:2]([S:28]([C:31]1[S:32][CH:33]=[CH:34][CH:35]=1)(=[O:30])=[O:29])[C:3]1[CH:4]=[C:5]([O:23][C:24]([F:27])([F:26])[F:25])[CH:6]=[C:7]2[C:11]=1[NH:10][C:9]([C:12]1[S:13][CH:14]([CH2:17][C:18]([O:20]CC)=[O:19])[CH2:15][N:16]=1)=[CH:8]2.[OH-].[Na+].O1CCCC1.C(O)(=O)CC(CC(O)=O)(C(O)=O)O.